This data is from Forward reaction prediction with 1.9M reactions from USPTO patents (1976-2016). The task is: Predict the product of the given reaction. (1) Given the reactants [OH-].[Na+].[CH2:3]([O:7][C:8]1[CH:13]=[C:12]([CH2:14][CH2:15][C:16]([O:18]C)=[O:17])[CH:11]=[CH:10][C:9]=1[C:20]1[CH:25]=[CH:24][CH:23]=[C:22]([CH2:26][N:27]([C:29](=[O:38])[C:30]2[CH:35]=[CH:34][CH:33]=[C:32]([O:36][CH3:37])[CH:31]=2)[CH3:28])[CH:21]=1)[CH2:4][CH2:5][CH3:6], predict the reaction product. The product is: [CH2:3]([O:7][C:8]1[CH:13]=[C:12]([CH2:14][CH2:15][C:16]([OH:18])=[O:17])[CH:11]=[CH:10][C:9]=1[C:20]1[CH:25]=[CH:24][CH:23]=[C:22]([CH2:26][N:27]([C:29](=[O:38])[C:30]2[CH:35]=[CH:34][CH:33]=[C:32]([O:36][CH3:37])[CH:31]=2)[CH3:28])[CH:21]=1)[CH2:4][CH2:5][CH3:6]. (2) Given the reactants [CH:1]1([N:4]([CH2:18][C:19]2[O:23][CH:22]=[C:21]([C:24](O)=[O:25])[CH:20]=2)[S:5]([C:8]2[C:13]([CH3:14])=[CH:12][C:11]([O:15][CH3:16])=[CH:10][C:9]=2[CH3:17])(=[O:7])=[O:6])[CH2:3][CH2:2]1.CCN=C=NCCCN(C)C.C1C=CC2N(O)N=NC=2C=1.CCN(C(C)C)C(C)C.Cl.Cl.[CH3:59][O:60][CH:61]1[CH2:66][CH2:65][CH2:64][N:63]([CH2:67][C:68]2[CH:73]=[CH:72][C:71]([CH2:74][NH:75][CH3:76])=[CH:70][CH:69]=2)[CH2:62]1, predict the reaction product. The product is: [CH:1]1([N:4]([CH2:18][C:19]2[O:23][CH:22]=[C:21]([C:24]([N:75]([CH2:74][C:71]3[CH:70]=[CH:69][C:68]([CH2:67][N:63]4[CH2:64][CH2:65][CH2:66][CH:61]([O:60][CH3:59])[CH2:62]4)=[CH:73][CH:72]=3)[CH3:76])=[O:25])[CH:20]=2)[S:5]([C:8]2[C:13]([CH3:14])=[CH:12][C:11]([O:15][CH3:16])=[CH:10][C:9]=2[CH3:17])(=[O:7])=[O:6])[CH2:3][CH2:2]1. (3) Given the reactants [CH2:1]([O:8][C:9]1[C:10]([C:16]([O:18][CH3:19])=[O:17])=[N:11][C:12](Br)=[CH:13][CH:14]=1)[C:2]1[CH:7]=[CH:6][CH:5]=[CH:4][CH:3]=1.[CH2:20]([NH:24][C:25]1[C:34]2[C:29](=[CH:30][CH:31]=[C:32]([Cl:35])[CH:33]=2)[N:28]=[C:27]2[CH2:36][CH2:37][CH2:38][CH2:39][CH2:40][C:26]=12)[CH2:21][C:22]#[CH:23], predict the reaction product. The product is: [CH2:1]([O:8][C:9]1[C:10]([C:16]([O:18][CH3:19])=[O:17])=[N:11][C:12]([C:23]#[C:22][CH2:21][CH2:20][NH:24][C:25]2[C:34]3[C:29](=[CH:30][CH:31]=[C:32]([Cl:35])[CH:33]=3)[N:28]=[C:27]3[CH2:36][CH2:37][CH2:38][CH2:39][CH2:40][C:26]=23)=[CH:13][CH:14]=1)[C:2]1[CH:7]=[CH:6][CH:5]=[CH:4][CH:3]=1. (4) Given the reactants [CH2:1]([O:3][C:4]1[CH:13]=[CH:12][C:11]2[C:6](=[CH:7][CH:8]=[CH:9][CH:10]=2)[C:5]=1[C:14]([OH:16])=O)[CH3:2].CCN(C(C)C)C(C)C.Cl.[CH2:27]1[C:39]2[C:38]3[CH:37]=[CH:36][CH:35]=[CH:34][C:33]=3[N:32]([CH2:40][C:41]([O:43][CH2:44][CH3:45])=[O:42])[C:31]=2[CH2:30][CH2:29][NH:28]1, predict the reaction product. The product is: [CH2:1]([O:3][C:4]1[CH:13]=[CH:12][C:11]2[C:6](=[CH:7][CH:8]=[CH:9][CH:10]=2)[C:5]=1[C:14]([N:28]1[CH2:29][CH2:30][C:31]2[N:32]([CH2:40][C:41]([O:43][CH2:44][CH3:45])=[O:42])[C:33]3[CH:34]=[CH:35][CH:36]=[CH:37][C:38]=3[C:39]=2[CH2:27]1)=[O:16])[CH3:2]. (5) Given the reactants [Cl:1][C:2]1[CH:18]=[CH:17][C:5]([CH2:6][NH:7][C:8]([NH:10][N:11]([CH2:13][C:14]([OH:16])=O)[CH3:12])=[O:9])=[CH:4][CH:3]=1.[NH2:19][C@H:20]([C:33]([N:35]([C@@H:47]([CH3:55])[CH:48]([O:52][CH2:53][CH3:54])[O:49][CH2:50][CH3:51])[CH2:36][C:37]1[C:46]2[C:41](=[CH:42][CH:43]=[CH:44][CH:45]=2)[CH:40]=[CH:39][CH:38]=1)=[O:34])[CH2:21][CH2:22][CH2:23][CH2:24][NH:25][C:26](=[O:32])[O:27][C:28]([CH3:31])([CH3:30])[CH3:29], predict the reaction product. The product is: [Cl:1][C:2]1[CH:3]=[CH:4][C:5]([CH2:6][NH:7][C:8]([NH:10][N:11]([CH2:13][C:14]([NH:19][C@H:20]([C:33]([N:35]([C@@H:47]([CH3:55])[CH:48]([O:49][CH2:50][CH3:51])[O:52][CH2:53][CH3:54])[CH2:36][C:37]2[C:46]3[C:41](=[CH:42][CH:43]=[CH:44][CH:45]=3)[CH:40]=[CH:39][CH:38]=2)=[O:34])[CH2:21][CH2:22][CH2:23][CH2:24][NH:25][C:26](=[O:32])[O:27][C:28]([CH3:29])([CH3:31])[CH3:30])=[O:16])[CH3:12])=[O:9])=[CH:17][CH:18]=1. (6) Given the reactants [NH2:1][C:2]1[CH:3]=[C:4]([CH:21]=[CH:22][C:23]=1C)[C:5]([N:7]1[CH2:12][CH2:11][CH:10]([C:13]2[CH:20]=[CH:19][C:16]([C:17]#[N:18])=[CH:15][CH:14]=2)[CH2:9][CH2:8]1)=[O:6].NC1C=C(C=CC=1)C(O)=O.C(C1C=CC(C2CCNCC2)=CC=1)#N, predict the reaction product. The product is: [NH2:1][C:2]1[CH:3]=[C:4]([CH:21]=[CH:22][CH:23]=1)[C:5]([N:7]1[CH2:8][CH2:9][CH:10]([C:13]2[CH:20]=[CH:19][C:16]([C:17]#[N:18])=[CH:15][CH:14]=2)[CH2:11][CH2:12]1)=[O:6]. (7) Given the reactants [Cl:1][C:2]1[C:3]([O:12][C:13]2[CH:18]=[C:17]([O:19][CH2:20][CH2:21][O:22][CH3:23])[CH:16]=[CH:15][C:14]=2/[CH:24]=[CH:25]\[C:26]([OH:28])=O)=[N:4][CH:5]=[C:6]([C:8]([F:11])([F:10])[F:9])[CH:7]=1.C(N=C=NCCCN(C)C)C.[CH2:40]([S:45]([NH2:48])(=[O:47])=[O:46])[CH2:41][CH2:42][CH2:43][CH3:44].Cl, predict the reaction product. The product is: [Cl:1][C:2]1[C:3]([O:12][C:13]2[CH:18]=[C:17]([O:19][CH2:20][CH2:21][O:22][CH3:23])[CH:16]=[CH:15][C:14]=2/[CH:24]=[CH:25]\[C:26]([NH:48][S:45]([CH2:40][CH2:41][CH2:42][CH2:43][CH3:44])(=[O:47])=[O:46])=[O:28])=[N:4][CH:5]=[C:6]([C:8]([F:9])([F:10])[F:11])[CH:7]=1. (8) The product is: [CH:1]1([C:4]([N:6]2[CH2:10][CH2:9][C@@H:8]([CH2:11][N:12]3[C:16]([C:17]4[CH:22]=[CH:21][C:20]([C:23]5[CH:24]=[CH:25][C:26]([F:29])=[CH:27][CH:28]=5)=[CH:19][CH:18]=4)=[N:15][N:14]([CH2:37][C:38]([OH:39])([CH3:41])[CH3:40])[C:13]3=[O:30])[CH2:7]2)=[O:5])[CH2:3][CH2:2]1. Given the reactants [CH:1]1([C:4]([N:6]2[CH2:10][CH2:9][C@@H:8]([CH2:11][N:12]3[C:16]([C:17]4[CH:22]=[CH:21][C:20]([C:23]5[CH:28]=[CH:27][C:26]([F:29])=[CH:25][CH:24]=5)=[CH:19][CH:18]=4)=[N:15][NH:14][C:13]3=[O:30])[CH2:7]2)=[O:5])[CH2:3][CH2:2]1.C([O-])([O-])=O.[K+].[K+].[CH3:37][C:38]1([CH3:41])[CH2:40][O:39]1, predict the reaction product.